From a dataset of Full USPTO retrosynthesis dataset with 1.9M reactions from patents (1976-2016). Predict the reactants needed to synthesize the given product. (1) The reactants are: [S:1]1[CH:5]=[CH:4][C:3]2[C:6](=O)[CH2:7][CH2:8][C:2]1=2.[F:10][C:11]1[CH:16]=[CH:15][CH:14]=[C:13]([N:17]=[C:18]=S)[CH:12]=1.C[Si](C)(C)[Si](C)(C)C.[Li].O.[NH2:30][NH2:31]. Given the product [S:1]1[CH:5]=[CH:4][C:3]2[C:6]3[NH:30][N:31]=[C:18]([NH:17][C:13]4[CH:14]=[CH:15][CH:16]=[C:11]([F:10])[CH:12]=4)[C:7]=3[CH2:8][C:2]1=2, predict the reactants needed to synthesize it. (2) Given the product [Br:12][C:7]1[CH:8]=[C:3]([C:2]([F:1])([F:10])[F:11])[C:4]([NH2:9])=[N:5][CH:6]=1, predict the reactants needed to synthesize it. The reactants are: [F:1][C:2]([F:11])([F:10])[C:3]1[C:4]([NH2:9])=[N:5][CH:6]=[CH:7][CH:8]=1.[Br:12]N1C(=O)CCC1=O.